Dataset: Full USPTO retrosynthesis dataset with 1.9M reactions from patents (1976-2016). Task: Predict the reactants needed to synthesize the given product. (1) Given the product [O:19]1[CH2:20][CH2:21][N:16]([C:4]2[C:5]3[S:10][CH:9]=[C:8]([C:11]4[S:15][CH:14]=[N:13][CH:12]=4)[C:6]=3[N:7]=[C:2]([C:30]3[CH:31]=[C:32]4[CH:38]=[CH:37][NH:36][C:33]4=[N:34][CH:35]=3)[N:3]=2)[CH2:17][CH2:18]1, predict the reactants needed to synthesize it. The reactants are: Cl[C:2]1[N:3]=[C:4]([N:16]2[CH2:21][CH2:20][O:19][CH2:18][CH2:17]2)[C:5]2[S:10][CH:9]=[C:8]([C:11]3[S:15][CH:14]=[N:13][CH:12]=3)[C:6]=2[N:7]=1.CC1(C)C(C)(C)OB([C:30]2[CH:31]=[C:32]3[CH:38]=[CH:37][NH:36][C:33]3=[N:34][CH:35]=2)O1. (2) The reactants are: [CH3:1][C:2]1[CH:39]=[CH:38][CH:37]=[C:36]([CH3:40])[C:3]=1[O:4][CH2:5][C:6]([NH:8][C@H:9]([C@@H:17]([OH:35])[CH2:18][C@@H:19]([NH:27]C(OC(C)(C)C)=O)[CH2:20][C:21]1[CH:26]=[CH:25][CH:24]=[CH:23][CH:22]=1)[CH2:10][C:11]1[CH:16]=[CH:15][CH:14]=[CH:13][CH:12]=1)=[O:7].C(C(O)=O)(F)(F)F.O. Given the product [CH3:1][C:2]1[CH:39]=[CH:38][CH:37]=[C:36]([CH3:40])[C:3]=1[O:4][CH2:5][C:6]([NH:8][C@H:9]([C@@H:17]([OH:35])[CH2:18][C@@H:19]([NH2:27])[CH2:20][C:21]1[CH:22]=[CH:23][CH:24]=[CH:25][CH:26]=1)[CH2:10][C:11]1[CH:16]=[CH:15][CH:14]=[CH:13][CH:12]=1)=[O:7], predict the reactants needed to synthesize it. (3) Given the product [CH3:1][C@@H:2]1[CH2:7][CH2:6][C@H:5]([N:8]2[CH2:9][CH2:10][N:11]([C:14]3[CH:15]=[CH:16][C:17]([C:18]([O:20][CH2:21][CH3:22])=[O:19])=[CH:23][CH:24]=3)[CH2:12][CH2:13]2)[CH2:4][CH2:3]1.[CH3:1][C@H:2]1[CH2:7][CH2:6][C@H:5]([N:8]2[CH2:9][CH2:10][N:11]([C:14]3[CH:15]=[CH:16][C:17]([C:18]([O:20][CH2:21][CH3:22])=[O:19])=[CH:23][CH:24]=3)[CH2:12][CH2:13]2)[CH2:4][CH2:3]1, predict the reactants needed to synthesize it. The reactants are: [CH2:1]=[C:2]1[CH2:7][CH2:6][CH:5]([N:8]2[CH2:13][CH2:12][N:11]([C:14]3[CH:24]=[CH:23][C:17]([C:18]([O:20][CH2:21][CH3:22])=[O:19])=[CH:16][CH:15]=3)[CH2:10][CH2:9]2)[CH2:4][CH2:3]1.[H][H]. (4) The reactants are: [Cl-].[OH:2][NH3+:3].C(N(CC)CC)C.[CH2:11]([CH:13]1[CH2:26][C:25]2[S:24][C:23]3[C:18](=[CH:19][CH:20]=[C:21]([C:27]#[N:28])[CH:22]=3)[C:17](=[O:29])[C:16]=2[CH2:15][CH2:14]1)[CH3:12]. Given the product [CH2:11]([CH:13]1[CH2:26][C:25]2[S:24][C:23]3[C:18](=[CH:19][CH:20]=[C:21]([C:27](=[N:3][OH:2])[NH2:28])[CH:22]=3)[C:17](=[O:29])[C:16]=2[CH2:15][CH2:14]1)[CH3:12], predict the reactants needed to synthesize it. (5) Given the product [Si:13]([O:30][CH2:31][C:32]1[N:33]=[C:34]([N:44]2[CH2:49][CH2:48][N:47]([C:50]([O:52][C:53]([CH3:56])([CH3:55])[CH3:54])=[O:51])[CH2:46][CH2:45]2)[N:35]([CH2:40][C:41]#[C:42][CH3:43])[C:36]=1[C:37]([S:39][CH3:6])=[NH:38])([C:26]([CH3:28])([CH3:27])[CH3:29])([C:14]1[CH:15]=[CH:16][CH:17]=[CH:18][CH:19]=1)[C:20]1[CH:25]=[CH:24][CH:23]=[CH:22][CH:21]=1, predict the reactants needed to synthesize it. The reactants are: F[B-](F)(F)F.[CH3:6][O+](C)C.ClCCl.[Si:13]([O:30][CH2:31][C:32]1[N:33]=[C:34]([N:44]2[CH2:49][CH2:48][N:47]([C:50]([O:52][C:53]([CH3:56])([CH3:55])[CH3:54])=[O:51])[CH2:46][CH2:45]2)[N:35]([CH2:40][C:41]#[C:42][CH3:43])[C:36]=1[C:37](=[S:39])[NH2:38])([C:26]([CH3:29])([CH3:28])[CH3:27])([C:20]1[CH:25]=[CH:24][CH:23]=[CH:22][CH:21]=1)[C:14]1[CH:19]=[CH:18][CH:17]=[CH:16][CH:15]=1. (6) Given the product [C:1]([O:4][CH2:5][CH:6]1[C:10]2[CH:11]=[C:12]([Br:15])[CH:13]=[CH:14][C:9]=2[S:8](=[O:16])(=[O:17])[N:7]1[CH2:18][CH:19]1[CH2:20][O:29]1)(=[O:3])[CH3:2], predict the reactants needed to synthesize it. The reactants are: [C:1]([O:4][CH2:5][CH:6]1[C:10]2[CH:11]=[C:12]([Br:15])[CH:13]=[CH:14][C:9]=2[S:8](=[O:17])(=[O:16])[N:7]1[CH2:18][CH:19]=[CH2:20])(=[O:3])[CH3:2].C1C=C(Cl)C=C(C(OO)=[O:29])C=1. (7) Given the product [CH3:30][S:31][CH2:32][C:33]1[CH:34]=[CH:35][CH:36]=[C:37]2[C:41]=1[NH:40][CH:39]=[C:38]2[C:13]([CH:25]1[CH2:27][CH:26]1[C:28]#[N:29])([C:15]1[CH:16]=[CH:17][C:18]([C:21]([F:22])([F:23])[F:24])=[CH:19][CH:20]=1)[CH3:14], predict the reactants needed to synthesize it. The reactants are: FC(F)(F)C(O)=O.[Cl-].[In+3].[Cl-].[Cl-].O[C:13]([CH:25]1[CH2:27][CH:26]1[C:28]#[N:29])([C:15]1[CH:20]=[CH:19][C:18]([C:21]([F:24])([F:23])[F:22])=[CH:17][CH:16]=1)[CH3:14].[CH3:30][S:31][CH2:32][C:33]1[CH:34]=[CH:35][CH:36]=[C:37]2[C:41]=1[NH:40][CH:39]=[CH:38]2.